From a dataset of P-glycoprotein inhibition data for predicting drug efflux from Broccatelli et al.. Regression/Classification. Given a drug SMILES string, predict its absorption, distribution, metabolism, or excretion properties. Task type varies by dataset: regression for continuous measurements (e.g., permeability, clearance, half-life) or binary classification for categorical outcomes (e.g., BBB penetration, CYP inhibition). Dataset: pgp_broccatelli. (1) The compound is O=C(O)Cc1ccccc1Nc1c(Cl)cccc1Cl. The result is 0 (non-inhibitor). (2) The drug is CO[C@@H](CCc1ccccc1)c1ccccc1OC[C@@H](O)CN(C(C)C)C(C)C. The result is 1 (inhibitor). (3) The molecule is COc1ccc([C@@H]2CC(=O)c3c(O)cc(O[C@H]4O[C@@H](CO[C@H]5O[C@H](C)[C@H](O)[C@H](O)[C@@H]5O)[C@H](O)[C@@H](O)[C@H]4O)cc3O2)cc1O. The result is 0 (non-inhibitor). (4) The compound is COc1cc(OC)c2c(=O)c(O)c(-c3ccc4c(c3)O[C@H](c3ccc(OC)c(OC)c3)[C@@H](CO)O4)oc2c1. The result is 1 (inhibitor). (5) The molecule is O=[N+]([O-])O[C@H]1CO[C@H]2[C@@H](O[N+](=O)[O-])CO[C@@H]12. The result is 0 (non-inhibitor). (6) The compound is COc1cccc2c(=O)c3ccccc3n(CCCN3CCCCC3)c12. The result is 1 (inhibitor). (7) The result is 0 (non-inhibitor). The drug is COC1CC2CC3C4CC(OC)C(OC)CC4CCN3C(C)C2CC1OC. (8) The molecule is Cc1cccc(N2CCN(C[C@H](O)COc3cccc(C(=O)CCc4ccccc4)c3)CC2)c1C. The result is 1 (inhibitor).